This data is from Full USPTO retrosynthesis dataset with 1.9M reactions from patents (1976-2016). The task is: Predict the reactants needed to synthesize the given product. (1) Given the product [CH3:9][O:8][C:5]1[CH:6]=[CH:7][C:2]([C:1]([NH:12][C:13]2[S:17][C:16]([NH:18][C:19]3[CH:20]=[CH:21][C:22]([O:25][CH2:26][C:27]#[CH:28])=[CH:23][CH:24]=3)=[N:15][C:14]=2[C:29]([NH2:31])=[O:30])=[O:10])=[CH:3][CH:4]=1, predict the reactants needed to synthesize it. The reactants are: [C:1](Cl)(=[O:10])[C:2]1[CH:7]=[CH:6][C:5]([O:8][CH3:9])=[CH:4][CH:3]=1.[NH2:12][C:13]1[S:17][C:16]([NH:18][C:19]2[CH:24]=[CH:23][C:22]([O:25][CH2:26][C:27]#[CH:28])=[CH:21][CH:20]=2)=[N:15][C:14]=1[C:29]([NH2:31])=[O:30]. (2) Given the product [Br:1][C:2]1[CH:3]=[C:4]([N+:9]([O-:11])=[O:10])[C:5]([O:12][CH2:13][C:14]([O:16][C:17]([CH3:20])([CH3:19])[CH3:18])=[O:15])=[N:6][CH:7]=1, predict the reactants needed to synthesize it. The reactants are: [Br:1][C:2]1[CH:3]=[C:4]([N+:9]([O-:11])=[O:10])[C:5](Cl)=[N:6][CH:7]=1.[OH:12][CH2:13][C:14]([O:16][C:17]([CH3:20])([CH3:19])[CH3:18])=[O:15].C(=O)([O-])[O-].[Cs+].[Cs+]. (3) The reactants are: [CH2:1]([C:8]1[CH:9]=[N:10][C:11]2[C:16]([C:17]=1[C:18]1[CH:19]=[C:20]([NH2:24])[CH:21]=[CH:22][CH:23]=1)=[CH:15][CH:14]=[CH:13][C:12]=2[C:25]([F:28])([F:27])[F:26])[C:2]1[CH:7]=[CH:6][CH:5]=[CH:4][CH:3]=1.[Cl:29][C:30]1[CH:31]=[C:32]([CH:35]=[CH:36][C:37]=1[Cl:38])[CH:33]=O. Given the product [CH2:1]([C:8]1[CH:9]=[N:10][C:11]2[C:16]([C:17]=1[C:18]1[CH:19]=[C:20]([NH:24][CH2:33][C:32]3[CH:35]=[CH:36][C:37]([Cl:38])=[C:30]([Cl:29])[CH:31]=3)[CH:21]=[CH:22][CH:23]=1)=[CH:15][CH:14]=[CH:13][C:12]=2[C:25]([F:28])([F:26])[F:27])[C:2]1[CH:3]=[CH:4][CH:5]=[CH:6][CH:7]=1, predict the reactants needed to synthesize it. (4) Given the product [CH3:1][N:2]1[C:10]2[C:5](=[CH:6][C:7]([C:13]([OH:15])=[O:14])=[CH:8][C:9]=2[CH2:11][CH3:12])[C:4]([CH3:17])=[N:3]1, predict the reactants needed to synthesize it. The reactants are: [CH3:1][N:2]1[C:10]2[C:5](=[CH:6][C:7]([C:13]([OH:15])=[O:14])=[CH:8][C:9]=2[CH2:11][CH3:12])[C:4](I)=[N:3]1.[C:17]([O-])([O-])=O.[Na+].[Na+]. (5) Given the product [N:11]([CH2:2][C:3]1[CH:10]=[CH:9][C:6]([CH2:7][OH:8])=[CH:5][CH:4]=1)=[N+:12]=[N-:13], predict the reactants needed to synthesize it. The reactants are: Cl[CH2:2][C:3]1[CH:10]=[CH:9][C:6]([CH2:7][OH:8])=[CH:5][CH:4]=1.[N-:11]=[N+:12]=[N-:13].[Na+]. (6) Given the product [Cl:1][C:2]1[CH:3]=[CH:4][C:5]([C:8]2[CH:17]=[N:16][CH:15]=[C:14]3[C:9]=2[CH:10]=[C:11]([C:18]([NH:31][CH2:30][CH:27]2[CH2:29][CH2:28]2)=[O:20])[CH:12]=[N:13]3)=[CH:6][CH:7]=1, predict the reactants needed to synthesize it. The reactants are: [Cl:1][C:2]1[CH:7]=[CH:6][C:5]([C:8]2[CH:17]=[N:16][CH:15]=[C:14]3[C:9]=2[CH:10]=[C:11]([C:18]([OH:20])=O)[CH:12]=[N:13]3)=[CH:4][CH:3]=1.C(Cl)(=O)C(Cl)=O.[CH:27]1([CH2:30][NH2:31])[CH2:29][CH2:28]1.C(N(CC)CC)C. (7) Given the product [CH3:48][C:16]1([CH3:49])[C:17]2[CH:18]=[C:19]([N:26]([C:37]3[CH:38]=[C:39]([CH:40]=[CH:41][CH:42]=3)[CH:43]=[O:44])[C:27]3[C:36]4[C:31](=[CH:32][CH:33]=[CH:34][CH:35]=4)[CH:30]=[CH:29][CH:28]=3)[CH:20]=[CH:21][C:22]=2[C:23]2[C:15]1=[CH:14][C:13]([N:12]([C:8]1[CH:7]=[C:6]([CH:11]=[CH:10][CH:9]=1)[CH:2]=[O:1])[C:50]1[C:59]3[C:54](=[CH:55][CH:56]=[CH:57][CH:58]=3)[CH:53]=[CH:52][CH:51]=1)=[CH:25][CH:24]=2, predict the reactants needed to synthesize it. The reactants are: [O:1]1CCO[CH:2]1[C:6]1[CH:7]=[C:8]([N:12]([C:50]2[C:59]3[C:54](=[CH:55][CH:56]=[CH:57][CH:58]=3)[CH:53]=[CH:52][CH:51]=2)[C:13]2[CH:25]=[CH:24][C:23]3[C:22]4[C:17](=[CH:18][C:19]([N:26]([C:37]5[CH:42]=[CH:41][CH:40]=[C:39]([CH:43]6OCC[O:44]6)[CH:38]=5)[C:27]5[C:36]6[C:31](=[CH:32][CH:33]=[CH:34][CH:35]=6)[CH:30]=[CH:29][CH:28]=5)=[CH:20][CH:21]=4)[C:16]([CH3:49])([CH3:48])[C:15]=3[CH:14]=2)[CH:9]=[CH:10][CH:11]=1.Cl.